The task is: Predict the product of the given reaction.. This data is from Forward reaction prediction with 1.9M reactions from USPTO patents (1976-2016). (1) Given the reactants [CH3:1][Si:2]([CH3:52])([CH3:51])[CH2:3][CH2:4][O:5][CH2:6][N:7]([CH2:43][O:44][CH2:45][CH2:46][Si:47]([CH3:50])([CH3:49])[CH3:48])[C:8]1[N:13]2[N:14]=[CH:15][C:16]([C:17]3[CH:18]=[N:19][C:20]([C:23]4[CH:28]=[CH:27][CH:26]=[CH:25][CH:24]=4)=[CH:21][CH:22]=3)=[C:12]2[N:11]=[C:10]([CH:29]2[CH2:34][CH2:33][N:32]([C:35]([O:37][C:38]([CH3:41])([CH3:40])[CH3:39])=[O:36])[CH2:31][CH2:30]2)[C:9]=1Br.C([Sn](CCCC)(CCCC)[C:58]([O:60][CH2:61][CH3:62])=[CH2:59])CCC, predict the reaction product. The product is: [CH3:1][Si:2]([CH3:52])([CH3:51])[CH2:3][CH2:4][O:5][CH2:6][N:7]([CH2:43][O:44][CH2:45][CH2:46][Si:47]([CH3:50])([CH3:49])[CH3:48])[C:8]1[N:13]2[N:14]=[CH:15][C:16]([C:17]3[CH:18]=[N:19][C:20]([C:23]4[CH:28]=[CH:27][CH:26]=[CH:25][CH:24]=4)=[CH:21][CH:22]=3)=[C:12]2[N:11]=[C:10]([CH:29]2[CH2:34][CH2:33][N:32]([C:35]([O:37][C:38]([CH3:41])([CH3:40])[CH3:39])=[O:36])[CH2:31][CH2:30]2)[C:9]=1[C:58]([O:60][CH2:61][CH3:62])=[CH2:59]. (2) Given the reactants [CH3:1][C:2]1[S:3][C:4]([C:10]2[CH:15]=[CH:14][CH:13]=[CH:12][CH:11]=2)=[C:5]([C:7]([OH:9])=O)[N:6]=1.C(Cl)(=O)C(Cl)=O.CN(C=O)C.[Cl:27][C:28]1[N:32]2[CH:33]=[CH:34][CH:35]=[CH:36][C:31]2=[N:30][C:29]=1[CH2:37][C@@H:38]1[CH2:43][CH2:42][CH2:41][CH2:40][NH:39]1, predict the reaction product. The product is: [Cl:27][C:28]1[N:32]2[CH:33]=[CH:34][CH:35]=[CH:36][C:31]2=[N:30][C:29]=1[CH2:37][C@@H:38]1[CH2:43][CH2:42][CH2:41][CH2:40][N:39]1[C:7]([C:5]1[N:6]=[C:2]([CH3:1])[S:3][C:4]=1[C:10]1[CH:15]=[CH:14][CH:13]=[CH:12][CH:11]=1)=[O:9]. (3) Given the reactants [Cl:1][C:2]1[N:11]=[C:10](Cl)[C:9]2[C:4](=[CH:5][CH:6]=[CH:7][CH:8]=2)[N:3]=1.[OH-:13].[Na+], predict the reaction product. The product is: [Cl:1][C:2]1[N:11]=[C:10]([OH:13])[C:9]2[C:4](=[CH:5][CH:6]=[CH:7][CH:8]=2)[N:3]=1. (4) Given the reactants [CH3:1][O:2][C:3]1[CH:8]=[CH:7][CH:6]=[CH:5][C:4]=1[C:9]1[N:17]2[C:12]([CH:13]=[N:14][C:15](OS(C(F)(F)F)(=O)=O)=[N:16]2)=[CH:11][CH:10]=1.[CH3:26][O:27][C:28]1[CH:33]=[C:32]([CH2:34][N:35]2[CH2:40][CH2:39][O:38][CH2:37][CH2:36]2)[CH:31]=[CH:30][C:29]=1[NH2:41].C(N(CC)C(C)C)(C)C.COCC(O)C.[O-]S(C(F)(F)F)(=O)=O, predict the reaction product. The product is: [CH3:26][O:27][C:28]1[CH:33]=[C:32]([CH2:34][N:35]2[CH2:36][CH2:37][O:38][CH2:39][CH2:40]2)[CH:31]=[CH:30][C:29]=1[NH:41][C:15]1[N:14]=[CH:13][C:12]2=[CH:11][CH:10]=[C:9]([C:4]3[CH:5]=[CH:6][CH:7]=[CH:8][C:3]=3[O:2][CH3:1])[N:17]2[N:16]=1.